Dataset: Peptide-MHC class I binding affinity with 185,985 pairs from IEDB/IMGT. Task: Regression. Given a peptide amino acid sequence and an MHC pseudo amino acid sequence, predict their binding affinity value. This is MHC class I binding data. (1) The peptide sequence is RMYNPTNILDV. The MHC is Mamu-B01 with pseudo-sequence Mamu-B01. The binding affinity (normalized) is 0.0113. (2) The peptide sequence is EKDSNHNVL. The MHC is HLA-A25:01 with pseudo-sequence HLA-A25:01. The binding affinity (normalized) is 0.0847. (3) The peptide sequence is LMSIISTFHL. The MHC is HLA-A02:03 with pseudo-sequence HLA-A02:03. The binding affinity (normalized) is 0.556. (4) The peptide sequence is ASRRSWPLN. The MHC is HLA-A30:01 with pseudo-sequence HLA-A30:01. The binding affinity (normalized) is 0.638. (5) The peptide sequence is LARQHIAAL. The MHC is HLA-A01:01 with pseudo-sequence HLA-A01:01. The binding affinity (normalized) is 0.0847. (6) The peptide sequence is IVFVFILTA. The MHC is HLA-A02:01 with pseudo-sequence HLA-A02:01. The binding affinity (normalized) is 0.475. (7) The binding affinity (normalized) is 0.0690. The peptide sequence is VKDSSLLN. The MHC is H-2-Kb with pseudo-sequence H-2-Kb. (8) The peptide sequence is YSDNEMLTH. The MHC is HLA-A26:01 with pseudo-sequence HLA-A26:01. The binding affinity (normalized) is 0.0847. (9) The peptide sequence is SEGGIFNIT. The MHC is HLA-B40:01 with pseudo-sequence YHTKYREISTNTYESNLYLRYNYYSLAVLAYEWY. The binding affinity (normalized) is 0.381. (10) The peptide sequence is IRFRYCAPPGY. The MHC is HLA-B27:05 with pseudo-sequence HLA-B27:05. The binding affinity (normalized) is 0.835.